Dataset: Reaction yield outcomes from USPTO patents with 853,638 reactions. Task: Predict the reaction yield, written as a fraction of the theoretical maximum amount of product (1.0 means a 100% yield; for example, 0.34 means a 34% yield). (1) The product is [C:2]([O:5][C@@H:6]([C:44]1[S:45][CH:46]=[C:47]([C:49]([NH:51][C@@H:52]([CH2:61][C:62]2[CH:63]=[CH:64][CH:65]=[CH:66][CH:67]=2)[CH2:53][C@H:54]([CH3:60])[C:55]([O:57][CH2:58][CH3:59])=[O:56])=[O:50])[N:48]=1)[CH2:7][C@@H:8]([N:12]([CH3:43])[C:13](=[O:42])[C@@H:14]([NH:19][C:20]([C@H:22]1[CH2:27][CH2:26][CH2:25][CH2:24][N:23]1[CH2:28][CH2:29][CH2:30][CH2:31][CH2:32][CH2:33][NH2:34])=[O:21])[C@@H:15]([CH3:18])[CH2:16][CH3:17])[CH:9]([CH3:10])[CH3:11])(=[O:4])[CH3:3]. The catalyst is O1CCOCC1. The reactants are Cl.[C:2]([O:5][C@@H:6]([C:44]1[S:45][CH:46]=[C:47]([C:49]([NH:51][C@@H:52]([CH2:61][C:62]2[CH:67]=[CH:66][CH:65]=[CH:64][CH:63]=2)[CH2:53][C@H:54]([CH3:60])[C:55]([O:57][CH2:58][CH3:59])=[O:56])=[O:50])[N:48]=1)[CH2:7][C@@H:8]([N:12]([CH3:43])[C:13](=[O:42])[C@@H:14]([NH:19][C:20]([C@H:22]1[CH2:27][CH2:26][CH2:25][CH2:24][N:23]1[CH2:28][CH2:29][CH2:30][CH2:31][CH2:32][CH2:33][NH:34]C(OC(C)(C)C)=O)=[O:21])[C@@H:15]([CH3:18])[CH2:16][CH3:17])[CH:9]([CH3:11])[CH3:10])(=[O:4])[CH3:3]. The yield is 1.00. (2) The reactants are [C:1]([S:5][CH2:6][C:7]1[CH:12]=[CH:11][C:10]([C:13]([C:18]2[CH:31]=[CH:30][C:21]([O:22][CH2:23][C@H:24]3[O:28][C:27](=[O:29])[CH2:26][CH2:25]3)=[C:20]([CH3:32])[CH:19]=2)([CH2:16][CH3:17])[CH2:14][CH3:15])=[CH:9][C:8]=1[CH3:33])([CH3:4])([CH3:3])[CH3:2].C[O:35]C(=O)C1C=CC(C(CC)(C2C=CC(O)=C(C)C=2)CC)=CC=1C.C1C=C(Cl)C=C(C(OO)=O)C=1. The catalyst is C(Cl)Cl. The product is [CH2:16]([C:13]([C:18]1[CH:31]=[CH:30][C:21]([O:22][CH2:23][C@H:24]2[O:28][C:27](=[O:29])[CH2:26][CH2:25]2)=[C:20]([CH3:32])[CH:19]=1)([C:10]1[CH:11]=[CH:12][C:7]([CH2:6][S:5]([C:1]([CH3:4])([CH3:2])[CH3:3])=[O:35])=[C:8]([CH3:33])[CH:9]=1)[CH2:14][CH3:15])[CH3:17]. The yield is 0.904. (3) The reactants are [F:1][C:2]1[CH:3]=[C:4]([C:8]2[CH:9]=[C:10]([CH3:19])[C:11]([O:17][CH3:18])=[C:12]([CH:16]=2)[C:13]([OH:15])=O)[CH:5]=[CH:6][CH:7]=1.O=S(Cl)Cl.[NH2:24][C:25]1[C:26]([F:33])=[C:27]([OH:32])[CH:28]=[CH:29][C:30]=1[F:31].C([O-])(O)=O.[Na+]. The catalyst is C1COCC1. The product is [F:33][C:26]1[C:27]([OH:32])=[CH:28][CH:29]=[C:30]([F:31])[C:25]=1[NH:24][C:13](=[O:15])[C:12]1[CH:16]=[C:8]([C:4]2[CH:5]=[CH:6][CH:7]=[C:2]([F:1])[CH:3]=2)[CH:9]=[C:10]([CH3:19])[C:11]=1[O:17][CH3:18]. The yield is 0.190. (4) The reactants are [CH3:1][C:2]1([CH3:23])[O:6][CH:5]2[C@H:7]([N:13]3[CH:21]=[N:20][C:19]4[C:14]3=[N:15][CH:16]=[N:17][C:18]=4[NH2:22])[O:8][C@H:9]([CH2:10][NH:11][CH3:12])[C@H:4]2[O:3]1.[C:24]([C:28]1[CH:33]=[CH:32][C:31]([NH:34][C:35]([NH:37][C@@H:38]([CH3:42])[CH2:39][CH:40]=O)=[O:36])=[CH:30][CH:29]=1)([CH3:27])([CH3:26])[CH3:25].[BH-](OC(C)=O)(OC(C)=O)OC(C)=O.[Na+].C([O-])(O)=O.[Na+]. The catalyst is ClCCCl. The product is [NH2:22][C:18]1[N:17]=[CH:16][N:15]=[C:14]2[C:19]=1[N:20]=[CH:21][N:13]2[C@H:7]1[C@H:5]2[C@H:4]([O:3][C:2]([CH3:1])([CH3:23])[O:6]2)[C@@H:9]([CH2:10][N:11]([CH3:12])[CH2:40][CH2:39][C@@H:38]([NH:37][C:35]([NH:34][C:31]2[CH:32]=[CH:33][C:28]([C:24]([CH3:27])([CH3:26])[CH3:25])=[CH:29][CH:30]=2)=[O:36])[CH3:42])[O:8]1. The yield is 0.150. (5) The reactants are IC1C2C(=CC([C@H]3[C@@]4(C5C(=CC=C(OC)C=5)NC4=O)C3)=CC=2)NN=1.CN1CCN(C2C=CC(B3OC(C)(C)C(C)(C)O3)=CC=2)CC1.[Li+].[Cl-:48].C([O-])([O-])=O.[Na+].[Na+].[I-].Cl.[CH3:57][O:58][C:59]1[CH:60]=[C:61]2[C:65](=[CH:66][CH:67]=1)[NH:64][C:63](=[O:68])[C@:62]12[CH2:70][C@H:69]1[C:71]1[CH:79]=[C:78]2[C:74]([C:75]([C:80]3[CH:85]=[CH:84][C:83]([N:86]4[CH2:91][CH2:90][N:89]([CH3:92])[CH2:88][CH2:87]4)=[CH:82][CH:81]=3)=[N:76][NH:77]2)=[CH:73][CH:72]=1. The catalyst is O1CCOCC1.C1COCC1.C1C=CC([P]([Pd]([P](C2C=CC=CC=2)(C2C=CC=CC=2)C2C=CC=CC=2)([P](C2C=CC=CC=2)(C2C=CC=CC=2)C2C=CC=CC=2)[P](C2C=CC=CC=2)(C2C=CC=CC=2)C2C=CC=CC=2)(C2C=CC=CC=2)C2C=CC=CC=2)=CC=1. The product is [ClH:48].[CH3:57][O:58][C:59]1[CH:60]=[C:61]2[C:65](=[CH:66][CH:67]=1)[NH:64][C:63](=[O:68])[C@:62]12[CH2:70][C@H:69]1[C:71]1[CH:79]=[C:78]2[C:74]([C:75]([C:80]3[CH:81]=[CH:82][C:83]([N:86]4[CH2:87][CH2:88][N:89]([CH3:92])[CH2:90][CH2:91]4)=[CH:84][CH:85]=3)=[N:76][NH:77]2)=[CH:73][CH:72]=1. The yield is 0.420.